This data is from Full USPTO retrosynthesis dataset with 1.9M reactions from patents (1976-2016). The task is: Predict the reactants needed to synthesize the given product. Given the product [NH2:8][C:9]1([CH3:17])[C:13]2([CH2:14][CH2:15]2)[C:12](=[O:16])[N:11]([CH2:24][C:25]2[CH:30]=[CH:29][CH:28]=[CH:27][CH:26]=2)[CH2:10]1, predict the reactants needed to synthesize it. The reactants are: C(OC([NH:8][C:9]1([CH3:17])[C:13]2([CH2:15][CH2:14]2)[C:12](=[O:16])[NH:11][CH2:10]1)=O)(C)(C)C.C(O[K])(C)(C)C.[CH2:24](Cl)[C:25]1[CH:30]=[CH:29][CH:28]=[CH:27][CH:26]=1.O.